Dataset: Catalyst prediction with 721,799 reactions and 888 catalyst types from USPTO. Task: Predict which catalyst facilitates the given reaction. (1) Reactant: [CH3:1][N:2]1[CH2:7][CH2:6][C@H:5]([C:8]2[CH:13]=[CH:12][C:11]([Cl:14])=[C:10]([Cl:15])[CH:9]=2)[C@H:4]([CH2:16][OH:17])[CH2:3]1.CC(C)([O-])C.[K+].[Cl-].[Cl-].[Ca+2]. Product: [CH3:1][N:2]1[CH2:7][CH2:6][C@@H:5]([C:8]2[CH:13]=[CH:12][C:11]([Cl:14])=[C:10]([Cl:15])[CH:9]=2)[C@H:4]([CH2:16][OH:17])[CH2:3]1. The catalyst class is: 9. (2) Reactant: [Br:1][C:2]1[CH:3]=[CH:4][C:5]([S:8](Cl)(=[O:10])=[O:9])=[N:6][CH:7]=1.[C:12]([NH2:16])([CH3:15])([CH3:14])[CH3:13].O. Product: [Br:1][C:2]1[CH:3]=[CH:4][C:5]([S:8]([NH:16][C:12]([CH3:15])([CH3:14])[CH3:13])(=[O:10])=[O:9])=[N:6][CH:7]=1. The catalyst class is: 2. (3) Reactant: [CH3:1][O:2][C:3]([C:5]1(Br)[CH:14]=[C:13]([O:15][CH2:16][O:17][CH2:18][CH2:19][Si:20]([CH3:23])([CH3:22])[CH3:21])[C:12]2[C:7](=[CH:8][CH:9]=[C:10]([O:24][CH3:25])[CH:11]=2)[NH:6]1)=[O:4].[CH3:27][N:28]1[CH2:34][CH2:33][CH2:32][NH:31][CH2:30][CH2:29]1.C1C=CC(P(C2C(C3C(P(C4C=CC=CC=4)C4C=CC=CC=4)=CC=C4C=3C=CC=C4)=C3C(C=CC=C3)=CC=2)C2C=CC=CC=2)=CC=1.C(=O)([O-])[O-].[Cs+].[Cs+]. Product: [CH3:1][O:2][C:3]([C:5]1[CH:14]=[C:13]([O:15][CH2:16][O:17][CH2:18][CH2:19][Si:20]([CH3:23])([CH3:22])[CH3:21])[C:12]2[C:7](=[C:8]([N:31]3[CH2:32][CH2:33][CH2:34][N:28]([CH3:27])[CH2:29][CH2:30]3)[CH:9]=[C:10]([O:24][CH3:25])[CH:11]=2)[N:6]=1)=[O:4]. The catalyst class is: 11.